From a dataset of Cav3 T-type calcium channel HTS with 100,875 compounds. Binary Classification. Given a drug SMILES string, predict its activity (active/inactive) in a high-throughput screening assay against a specified biological target. The molecule is Clc1c(c2oc(cc2)C(O)=O)cccc1. The result is 0 (inactive).